From a dataset of Peptide-MHC class II binding affinity with 134,281 pairs from IEDB. Regression. Given a peptide amino acid sequence and an MHC pseudo amino acid sequence, predict their binding affinity value. This is MHC class II binding data. (1) The binding affinity (normalized) is 0. The peptide sequence is AAATAGTTVYGADAA. The MHC is HLA-DPA10103-DPB10401 with pseudo-sequence HLA-DPA10103-DPB10401. (2) The peptide sequence is QLVMKANNSVIMNGA. The MHC is DRB1_0802 with pseudo-sequence DRB1_0802. The binding affinity (normalized) is 0.579.